From a dataset of Forward reaction prediction with 1.9M reactions from USPTO patents (1976-2016). Predict the product of the given reaction. (1) Given the reactants [C:1]1([C:7]2[N:8]=[C:9]([NH2:13])[N:10]=[N:11][CH:12]=2)[CH:6]=[CH:5][CH:4]=[CH:3][CH:2]=1.[Cl:14]N1C(=O)CCC1=O, predict the reaction product. The product is: [Cl:14][C:12]1[N:11]=[N:10][C:9]([NH2:13])=[N:8][C:7]=1[C:1]1[CH:2]=[CH:3][CH:4]=[CH:5][CH:6]=1. (2) Given the reactants [C:1]([NH:8][CH2:9][C:10](=[O:16])[CH2:11][CH2:12][C:13]([OH:15])=[O:14])([O:3][C:4]([CH3:7])([CH3:6])[CH3:5])=[O:2].O[CH2:18][CH2:19][CH2:20][CH2:21][CH2:22][CH2:23][CH2:24][CH2:25][CH2:26][CH2:27][CH2:28][C:29]([O:31][CH2:32][C:33]([Cl:36])([Cl:35])[Cl:34])=[O:30].C1(N=C=NC2CCCCC2)CCCCC1.N1C=CC=CC=1, predict the reaction product. The product is: [C:1]([NH:8][CH2:9][C:10](=[O:16])[CH2:11][CH2:12][C:13]([O:15][CH2:18][CH2:19][CH2:20][CH2:21][CH2:22][CH2:23][CH2:24][CH2:25][CH2:26][CH2:27][CH2:28][C:29]([O:31][CH2:32][C:33]([Cl:34])([Cl:35])[Cl:36])=[O:30])=[O:14])([O:3][C:4]([CH3:7])([CH3:6])[CH3:5])=[O:2]. (3) Given the reactants [CH3:1][N:2]1[C:6]([NH:7][C:8]([C:21]2[CH:26]=[CH:25][CH:24]=[CH:23][CH:22]=2)([C:15]2[CH:20]=[CH:19][CH:18]=[CH:17][CH:16]=2)[C:9]2[CH:14]=[CH:13][CH:12]=[CH:11][CH:10]=2)=[C:5]([CH2:27][CH2:28]C(O)=O)[CH:4]=[N:3]1.C([N:34](CC)CC)C.Cl[C:40]([O:42][CH2:43]C)=[O:41].[N-]=[N+]=[N-].[Na+], predict the reaction product. The product is: [CH3:1][N:2]1[C:6]([NH:7][C:8]([C:9]2[CH:14]=[CH:13][CH:12]=[CH:11][CH:10]=2)([C:15]2[CH:16]=[CH:17][CH:18]=[CH:19][CH:20]=2)[C:21]2[CH:26]=[CH:25][CH:24]=[CH:23][CH:22]=2)=[C:5]([CH2:27][CH2:28][NH:34][C:40](=[O:41])[O:42][CH3:43])[CH:4]=[N:3]1. (4) Given the reactants [H-].[Na+].[OH:3][C@@H:4]([CH2:15][O:16][C@@H:17]([CH3:21])[CH2:18][O:19][CH3:20])[C:5]([NH:7][C:8]1[CH:13]=[N:12][C:11]([CH3:14])=[CH:10][N:9]=1)=[O:6].Cl[C:23]1[N:28]=[CH:27][N:26]=[C:25]2[N:29]([C:32]3[CH:37]=[CH:36][CH:35]=[CH:34][C:33]=3[Cl:38])[N:30]=[CH:31][C:24]=12, predict the reaction product. The product is: [Cl:38][C:33]1[CH:34]=[CH:35][CH:36]=[CH:37][C:32]=1[N:29]1[C:25]2=[N:26][CH:27]=[N:28][C:23]([O:3][C@@H:4]([CH2:15][O:16][C@@H:17]([CH3:21])[CH2:18][O:19][CH3:20])[C:5]([NH:7][C:8]3[CH:13]=[N:12][C:11]([CH3:14])=[CH:10][N:9]=3)=[O:6])=[C:24]2[CH:31]=[N:30]1. (5) Given the reactants [F:1][C:2]1[CH:8]=[CH:7][CH:6]=[C:5]([N+:9]([O-:11])=[O:10])[C:3]=1[NH2:4].C([CH:14]([C:18](Cl)=[O:19])[C:15](Cl)=[O:16])C.C([O:24]C(C)C)(C)C.[C:28]1([CH3:34])C=CC=CC=1, predict the reaction product. The product is: [F:1][C:2]1[CH:8]=[CH:7][CH:6]=[C:5]([N+:9]([O-:11])=[O:10])[C:3]=1[NH:4][C:18](=[O:19])[CH2:14][C:15]([O:16][CH2:28][CH3:34])=[O:24]. (6) Given the reactants [NH:1]1[CH:5]=[N:4][N:3]=[N:2]1.[C:6]1([CH:12]2[C:15]3([CH2:17][O:16]3)[O:14][CH2:13]2)[CH:11]=[CH:10][CH:9]=[CH:8][CH:7]=1, predict the reaction product. The product is: [OH:16][CH2:17][C:15]1([N:2]2[N:3]=[N:4][CH:5]=[N:1]2)[CH:12]([C:6]2[CH:11]=[CH:10][CH:9]=[CH:8][CH:7]=2)[CH2:13][O:14]1. (7) Given the reactants [F:1][C:2]1[CH:7]=[C:6]([NH:8][C:9]([NH2:11])=[S:10])[CH:5]=[CH:4][C:3]=1[S:12]([NH:15][C:16]1[S:17][CH:18]=[CH:19][N:20]=1)(=[O:14])=[O:13].Br[CH2:22][C:23](=O)[CH2:24][C:25]1[CH:30]=[CH:29][C:28]([Cl:31])=[CH:27][CH:26]=1, predict the reaction product. The product is: [Cl:31][C:28]1[CH:29]=[CH:30][C:25]([CH2:24][C:23]2[N:11]=[C:9]([NH:8][C:6]3[CH:5]=[CH:4][C:3]([S:12]([NH:15][C:16]4[S:17][CH:18]=[CH:19][N:20]=4)(=[O:13])=[O:14])=[C:2]([F:1])[CH:7]=3)[S:10][CH:22]=2)=[CH:26][CH:27]=1. (8) Given the reactants Br[CH:2]([CH2:8][CH2:9][CH:10](Br)[C:11]([O:13][CH2:14][CH3:15])=[O:12])[C:3]([O:5][CH2:6][CH3:7])=[O:4].[CH2:17]([NH2:24])[C:18]1[CH:23]=[CH:22][CH:21]=[CH:20][CH:19]=1, predict the reaction product. The product is: [CH2:17]([N:24]1[C@H:2]([C:3]([O:5][CH2:6][CH3:7])=[O:4])[CH2:8][CH2:9][C@@H:10]1[C:11]([O:13][CH2:14][CH3:15])=[O:12])[C:18]1[CH:23]=[CH:22][CH:21]=[CH:20][CH:19]=1.